From a dataset of Full USPTO retrosynthesis dataset with 1.9M reactions from patents (1976-2016). Predict the reactants needed to synthesize the given product. (1) Given the product [OH:24][C:19]1[CH:18]=[C:17]([CH2:16][CH2:15][CH2:14][NH:13][C:9]2[N:8]=[C:7]([CH3:25])[C:6]([C:4]([OH:5])=[O:3])=[C:11]([CH3:12])[N:10]=2)[CH:22]=[CH:21][C:20]=1[CH3:23], predict the reactants needed to synthesize it. The reactants are: C([O:3][C:4]([C:6]1[C:7]([CH3:25])=[N:8][C:9]([NH:13][CH2:14][CH2:15][CH2:16][C:17]2[CH:22]=[CH:21][C:20]([CH3:23])=[C:19]([OH:24])[CH:18]=2)=[N:10][C:11]=1[CH3:12])=[O:5])C.O.[OH-].[Li+]. (2) Given the product [CH3:44][CH2:43][O:42][CH2:41][O:7][CH2:6][O:8][CH2:9][CH3:24].[CH3:1][C@:2]12[C@H:17]([C:18]([O:20][CH3:21])=[O:19])[CH2:16][C@H:15]([OH:22])[C:13](=[O:14])[C@@H:12]1[C@:11]1([CH3:23])[C@H:5]([C:6]([O:8][C@@H:9]([C:24]3[CH:25]=[CH:26][O:27][CH:28]=3)[CH2:10]1)=[O:7])[CH2:4][CH2:3]2, predict the reactants needed to synthesize it. The reactants are: [CH3:1][C@:2]12[C@H:17]([C:18]([O:20][CH3:21])=[O:19])[CH2:16][C@H:15]([OH:22])[C:13](=[O:14])[C@@H:12]1[C@:11]1([CH3:23])[C@H:5]([C:6]([O:8][C@@H:9]([C:24]3[CH:25]=[CH:26][O:27][CH:28]=3)[CH2:10]1)=[O:7])[CH2:4][CH2:3]2.[Na+].[I-].C(N(C(C)C)CC)(C)C.Cl[CH2:41][O:42][CH2:43][CH3:44].